This data is from Catalyst prediction with 721,799 reactions and 888 catalyst types from USPTO. The task is: Predict which catalyst facilitates the given reaction. (1) Reactant: [C:1]([O:4][C:5](=O)[CH3:6])(=[O:3])[CH3:2].[C:8]([O:11][CH2:12]CCC)(=[O:10])[CH3:9]. Product: [CH3:9][C:8](=[O:10])[O:11][CH2:12][CH:5]([CH2:6][O:4][C:1](=[O:3])[CH3:2])[O:4][C:1](=[O:3])[CH3:2]. The catalyst class is: 501. (2) Reactant: [CH2:1]1[C:11]2=[C:12]3[C:7](=[CH:8][CH:9]=[CH:10]2)[C:6]([N:13]2[CH2:18][CH2:17][NH:16][C@H:15]([CH3:19])[CH2:14]2)=[CH:5][CH:4]=[C:3]3[CH2:2]1.CS(O[CH2:25][CH2:26][C@H:27]1[C:32]2[CH:33]=[CH:34][C:35]([C:37]([NH2:39])=[O:38])=[CH:36][C:31]=2[CH2:30][CH2:29][O:28]1)(=O)=O.C(=O)([O-])[O-].[K+].[K+].[I-].[K+]. Product: [CH2:1]1[C:11]2=[C:12]3[C:7](=[CH:8][CH:9]=[CH:10]2)[C:6]([N:13]2[CH2:18][CH2:17][N:16]([CH2:25][CH2:26][C@H:27]4[C:32]5[CH:33]=[CH:34][C:35]([C:37]([NH2:39])=[O:38])=[CH:36][C:31]=5[CH2:30][CH2:29][O:28]4)[C@H:15]([CH3:19])[CH2:14]2)=[CH:5][CH:4]=[C:3]3[CH2:2]1. The catalyst class is: 10. (3) Reactant: [F:1][C:2]1[CH:7]=[CH:6][C:5]([N:8]([CH2:31][CH2:32][C:33]([O:35][CH2:36][CH3:37])=[O:34])[C:9]([C:11]2[CH:30]=[CH:29][C:14]3[N:15]([CH3:28])[C:16]([CH2:18][NH:19][C:20]4[CH:25]=[CH:24][C:23]([C:26]#[N:27])=[CH:22][CH:21]=4)=[N:17][C:13]=3[CH:12]=2)=[O:10])=[CH:4][CH:3]=1.[ClH:38].C(O)C.C(=O)([O-])[O-].[NH4+:46].[NH4+]. Product: [ClH:38].[F:1][C:2]1[CH:3]=[CH:4][C:5]([N:8]([CH2:31][CH2:32][C:33]([O:35][CH2:36][CH3:37])=[O:34])[C:9]([C:11]2[CH:30]=[CH:29][C:14]3[N:15]([CH3:28])[C:16]([CH2:18][NH:19][C:20]4[CH:25]=[CH:24][C:23]([C:26](=[NH:46])[NH2:27])=[CH:22][CH:21]=4)=[N:17][C:13]=3[CH:12]=2)=[O:10])=[CH:6][CH:7]=1. The catalyst class is: 98. (4) The catalyst class is: 20. Product: [CH2:24]([N:31]1[CH2:36][CH2:35][CH2:34][CH:33]([CH:37]([C:2]2[C:3]3[CH:10]=[CH:9][N:8]([CH2:11][O:12][CH2:13][CH2:14][Si:15]([CH3:18])([CH3:17])[CH3:16])[C:4]=3[N:5]=[CH:6][N:7]=2)[OH:38])[CH2:32]1)[C:25]1[CH:30]=[CH:29][CH:28]=[CH:27][CH:26]=1. Reactant: I[C:2]1[C:3]2[CH:10]=[CH:9][N:8]([CH2:11][O:12][CH2:13][CH2:14][Si:15]([CH3:18])([CH3:17])[CH3:16])[C:4]=2[N:5]=[CH:6][N:7]=1.C([Mg]Cl)(C)C.[CH2:24]([N:31]1[CH2:36][CH2:35][CH2:34][CH:33]([CH:37]=[O:38])[CH2:32]1)[C:25]1[CH:30]=[CH:29][CH:28]=[CH:27][CH:26]=1.[NH4+].[Cl-].